Predict the reaction yield, written as a fraction of the theoretical maximum amount of product (1.0 means a 100% yield; for example, 0.34 means a 34% yield). From a dataset of Reaction yield outcomes from USPTO patents with 853,638 reactions. (1) The reactants are [Br:1][C:2]1[C:10]2[C:5](=[N:6][C:7]([S:11][CH3:12])=[N:8][CH:9]=2)[NH:4][N:3]=1.C([O-])([O-])=O.[K+].[K+].CS(C)=O.Br[CH2:24][CH:25]1[CH2:30][CH2:29][CH:28]([NH:31][C:32](=[O:34])[O-:33])[CH2:27][CH2:26]1. The catalyst is O.C1COCC1. The product is [Br:1][C:2]1[C:10]2[C:5](=[N:6][C:7]([S:11][CH3:12])=[N:8][CH:9]=2)[N:4]([CH2:24][CH:25]2[CH2:30][CH2:29][CH:28]([NH:31][C:32](=[O:34])[O:33][C:10]([CH3:2])([CH3:5])[CH3:9])[CH2:27][CH2:26]2)[N:3]=1. The yield is 0.830. (2) The reactants are [CH:1]1([C:4]2[NH:8][C:7]3[CH:9]=[C:10]([C:27]4[C:28]([CH3:33])=[N:29][O:30][C:31]=4[CH3:32])[CH:11]=[C:12]([C:13]([C:21]4[CH:26]=NC=CN=4)([C:15]4[CH:20]=CC=CN=4)O)[C:6]=3[N:5]=2)[CH2:3][CH2:2]1.C(O)(C(F)(F)F)=O. No catalyst specified. The product is [CH:1]1([C:4]2[NH:8][C:7]3[CH:9]=[C:10]([C:27]4[C:28]([CH3:33])=[N:29][O:30][C:31]=4[CH3:32])[CH:11]=[C:12]([C:13]([CH2:21][CH3:26])=[CH:15][CH3:20])[C:6]=3[N:5]=2)[CH2:3][CH2:2]1. The yield is 0.440. (3) The reactants are [CH2:1]([O:3][C:4]([C:6]1[C:10]([C:11]([O:13][CH2:14][CH3:15])=[O:12])=[C:9]([NH2:16])[S:8][C:7]=1[NH2:17])=[O:5])[CH3:2].[S:18]1[CH:22]=[CH:21][CH:20]=[C:19]1[CH:23]=O. The catalyst is C(O)(=O)C.C(O)C. The product is [CH2:1]([O:3][C:4]([C:6]1[C:10]([C:11]([O:13][CH2:14][CH3:15])=[O:12])=[C:9]([N:16]=[CH:23][C:19]2[S:18][CH:22]=[CH:21][CH:20]=2)[S:8][C:7]=1[NH2:17])=[O:5])[CH3:2]. The yield is 0.520. (4) The reactants are Br[C:2]1[C:3]2[N:4]([C:9]([C:19]3[CH:24]=[CH:23][N:22]=[C:21]([NH2:25])[N:20]=3)=[C:10]([C:12]3[CH:17]=[CH:16][CH:15]=[C:14]([CH3:18])[N:13]=3)[N:11]=2)[CH:5]=[C:6]([CH3:8])[CH:7]=1.[N:26]1([CH2:32][CH2:33][CH2:34][NH2:35])[CH2:31][CH2:30][O:29][CH2:28][CH2:27]1.CC([O-])(C)C.[Na+].C1(P(C2CCCCC2)C2C=CC=CC=2C2C=CC=CC=2N(C)C)CCCCC1. The catalyst is O1CCOCC1.CC([O-])=O.CC([O-])=O.[Pd+2].O. The product is [NH2:25][C:21]1[N:20]=[C:19]([C:9]2[N:4]3[CH:5]=[C:6]([CH3:8])[CH:7]=[C:2]([NH:35][CH2:34][CH2:33][CH2:32][N:26]4[CH2:31][CH2:30][O:29][CH2:28][CH2:27]4)[C:3]3=[N:11][C:10]=2[C:12]2[CH:17]=[CH:16][CH:15]=[C:14]([CH3:18])[N:13]=2)[CH:24]=[CH:23][N:22]=1. The yield is 0.0800.